From a dataset of Catalyst prediction with 721,799 reactions and 888 catalyst types from USPTO. Predict which catalyst facilitates the given reaction. Reactant: [Br:1][C:2]1[C:6](C(OCC)=O)=[C:5]([N:12]2[CH2:17][CH2:16][O:15][CH2:14][CH2:13]2)[N:4]([CH3:18])[N:3]=1.[OH-].[Na+].S(=O)(=O)(O)O. Product: [Br:1][C:2]1[CH:6]=[C:5]([N:12]2[CH2:17][CH2:16][O:15][CH2:14][CH2:13]2)[N:4]([CH3:18])[N:3]=1. The catalyst class is: 8.